Dataset: Reaction yield outcomes from USPTO patents with 853,638 reactions. Task: Predict the reaction yield, written as a fraction of the theoretical maximum amount of product (1.0 means a 100% yield; for example, 0.34 means a 34% yield). (1) The reactants are [NH:1]1[C:5]2=[N:6][CH:7]=[CH:8][CH:9]=[C:4]2[CH:3]=[CH:2]1.[H-].[Na+].[C:12]1([S:18](Cl)(=[O:20])=[O:19])[CH:17]=[CH:16][CH:15]=[CH:14][CH:13]=1. The catalyst is O1CCCC1. The product is [C:12]1([S:18]([N:1]2[C:5]3=[N:6][CH:7]=[CH:8][CH:9]=[C:4]3[CH:3]=[CH:2]2)(=[O:20])=[O:19])[CH:17]=[CH:16][CH:15]=[CH:14][CH:13]=1. The yield is 0.690. (2) The reactants are [CH3:1][S:2]([C:5]1[CH:20]=[CH:19][C:8]([O:9][C:10]2[CH:15]=[CH:14][C:13]([N+:16]([O-])=O)=[CH:12][CH:11]=2)=[CH:7][CH:6]=1)(=[O:4])=[O:3]. The catalyst is CO.C(OCC)(=O)C.[Pd]. The product is [CH3:1][S:2]([C:5]1[CH:20]=[CH:19][C:8]([O:9][C:10]2[CH:15]=[CH:14][C:13]([NH2:16])=[CH:12][CH:11]=2)=[CH:7][CH:6]=1)(=[O:3])=[O:4]. The yield is 1.00. (3) The reactants are C(OC(=O)[NH:7][C:8]1[CH:13]=[C:12]([O:14][C:15]2[CH:20]=[C:19]([F:21])[C:18]([NH:22][C:23]([N:25]3[CH2:29][CH2:28][N:27]([CH:30]4[CH2:35][CH2:34][O:33][CH2:32][CH2:31]4)[C:26]3=[O:36])=[O:24])=[CH:17][C:16]=2[Cl:37])[CH:11]=[CH:10][N:9]=1)(C)(C)C. The catalyst is C(O)(C(F)(F)F)=O. The product is [NH2:7][C:8]1[CH:13]=[C:12]([O:14][C:15]2[C:16]([Cl:37])=[CH:17][C:18]([NH:22][C:23]([N:25]3[CH2:29][CH2:28][N:27]([CH:30]4[CH2:31][CH2:32][O:33][CH2:34][CH2:35]4)[C:26]3=[O:36])=[O:24])=[C:19]([F:21])[CH:20]=2)[CH:11]=[CH:10][N:9]=1. The yield is 0.350.